Dataset: Forward reaction prediction with 1.9M reactions from USPTO patents (1976-2016). Task: Predict the product of the given reaction. (1) Given the reactants [Cl:1][C:2]1[CH:7]=[C:6](Cl)[N:5]=[CH:4][C:3]=1[C:9]([NH:11][C:12]1[CH:13]=[N:14][CH:15]=[CH:16][CH:17]=1)=[O:10].[CH2:18]([NH:20][C:21]([NH2:23])=[O:22])[CH3:19].CC(C)([O-])C.[K+].CC1(C)C2C(=C(P(C3C=CC=CC=3)C3C=CC=CC=3)C=CC=2)OC2C(P(C3C=CC=CC=3)C3C=CC=CC=3)=CC=CC1=2, predict the reaction product. The product is: [Cl:1][C:2]1[CH:7]=[C:6]([NH:23][C:21](=[O:22])[NH:20][CH2:18][CH3:19])[N:5]=[CH:4][C:3]=1[C:9]([NH:11][C:12]1[CH:13]=[N:14][CH:15]=[CH:16][CH:17]=1)=[O:10]. (2) Given the reactants [CH3:1][O:2][C:3]1[CH:4]=[C:5]2[C:10](=[CH:11][C:12]=1[O:13][CH3:14])[N:9]=[CH:8][CH:7]=[C:6]2[O:15][C:16]1[CH:22]=[CH:21][C:19]([NH2:20])=[CH:18][C:17]=1[O:23][CH3:24].C(N(CC)CC)C.ClC(Cl)(O[C:36](=[O:42])OC(Cl)(Cl)Cl)Cl.[S:44]1[CH:48]=[CH:47][N:46]=[C:45]1[CH:49]([NH2:51])[CH3:50], predict the reaction product. The product is: [CH3:1][O:2][C:3]1[CH:4]=[C:5]2[C:10](=[CH:11][C:12]=1[O:13][CH3:14])[N:9]=[CH:8][CH:7]=[C:6]2[O:15][C:16]1[CH:22]=[CH:21][C:19]([NH:20][C:36]([NH:51][CH:49]([C:45]2[S:44][CH:48]=[CH:47][N:46]=2)[CH3:50])=[O:42])=[CH:18][C:17]=1[O:23][CH3:24]. (3) Given the reactants [Si]([O:8][CH2:9][C@H:10]1[O:23][C:13]2=[N:14][C:15]3[CH:20]=[C:19]([C:21]#[N:22])[CH:18]=[CH:17][C:16]=3[N:12]2[CH2:11]1)(C(C)(C)C)(C)C.F.F.F.C(N(CC)CC)C, predict the reaction product. The product is: [OH:8][CH2:9][C@H:10]1[O:23][C:13]2=[N:14][C:15]3[CH:20]=[C:19]([C:21]#[N:22])[CH:18]=[CH:17][C:16]=3[N:12]2[CH2:11]1. (4) The product is: [Cl:41][C:17]1[CH:18]=[CH:19][C:14]([C:11]2[CH:10]=[C:9]([C:4]3[CH:5]=[CH:6][CH:7]=[CH:8][C:3]=3[O:2][CH3:1])[NH:13][N:12]=2)=[CH:15][CH:16]=1. Given the reactants [CH3:1][O:2][C:3]1[CH:8]=[CH:7][CH:6]=[CH:5][C:4]=1[C:9]1[NH:13][N:12]=[C:11]([C:14]2[CH:19]=[CH:18][CH:17]=[CH:16][CH:15]=2)[CH:10]=1.COC1C=CC=CC=1C(OC)=O.CC(C1C=CC([Cl:41])=CC=1)=O, predict the reaction product. (5) Given the reactants [CH3:1][N:2]([C:4]1[N:9]=[CH:8][C:7](Br)=[CH:6][N:5]=1)[CH3:3].[NH2:11][C:12]1[CH:17]=[CH:16][CH:15]=[CH:14][CH:13]=1, predict the reaction product. The product is: [CH3:1][N:2]([CH3:3])[C:4]1[N:9]=[CH:8][C:7]([NH:11][C:12]2[CH:17]=[CH:16][CH:15]=[CH:14][CH:13]=2)=[CH:6][N:5]=1. (6) Given the reactants Br[N:2]1[C:6](=[O:7])[CH2:5][CH2:4][C:3]1=O.Br[C:10]1[CH:14]=[CH:13][NH:12][C:11]=1Br, predict the reaction product. The product is: [NH:12]1[CH:13]=[CH:14][CH:10]=[C:11]1[CH:4]1[CH2:3][NH:2][C:6](=[O:7])[CH2:5]1.